From a dataset of Reaction yield outcomes from USPTO patents with 853,638 reactions. Predict the reaction yield, written as a fraction of the theoretical maximum amount of product (1.0 means a 100% yield; for example, 0.34 means a 34% yield). (1) The reactants are [CH3:1][N:2]1[CH:6]=[CH:5][CH:4]=[N:3]1.C([Li])CCC.[CH:12]12[O:17][CH:13]1[CH2:14][CH2:15][CH2:16]2.C(=O)([O-])O.[Na+]. The catalyst is C1COCC1. The product is [CH3:1][N:2]1[C:6]([C@H:12]2[CH2:16][CH2:15][CH2:14][C@@H:13]2[OH:17])=[CH:5][CH:4]=[N:3]1. The yield is 0.210. (2) The reactants are [CH:1]1([C:4]2[CH:9]=[C:8]([CH3:10])[C:7]([OH:11])=[C:6]([CH3:12])[CH:5]=2)[CH2:3][CH2:2]1.[H-].[Na+].[Cl:15][C:16]1[N:17]=[C:18](Cl)[C:19]2[CH:24]=[CH:23][NH:22][C:20]=2[N:21]=1. The catalyst is C1COCC1. The product is [Cl:15][C:16]1[N:17]=[C:18]([O:11][C:7]2[C:6]([CH3:12])=[CH:5][C:4]([CH:1]3[CH2:3][CH2:2]3)=[CH:9][C:8]=2[CH3:10])[C:19]2[CH:24]=[CH:23][NH:22][C:20]=2[N:21]=1. The yield is 0.480. (3) The reactants are [Cl:1][C:2]1[C:3](C)=[C:4]([CH:15]=[CH:16][C:17]=1[Cl:18])[CH2:5][O:6][C:7]1[CH:14]=[CH:13][C:10]([CH:11]=O)=[CH:9][CH:8]=1.[NH:20]1[CH2:23][CH:22]([C:24]([OH:26])=[O:25])[CH2:21]1.[CH3:27]C(O)=O.[BH3-]C#N.[Na+].Cl. The catalyst is CO. The product is [Cl:1][C:2]1[CH:3]=[C:4]([CH:15]=[CH:16][C:17]=1[Cl:18])[CH2:5][O:6][C:7]1[CH:8]=[CH:9][C:10]([CH2:11][N:20]2[CH2:23][CH:22]([C:24]([OH:26])=[O:25])[CH2:21]2)=[C:13]([CH3:27])[CH:14]=1. The yield is 0.450. (4) The product is [NH2:15][C:11]1[CH:10]=[C:9]([Cl:18])[C:8]([CH2:7][C:19]#[N:20])=[C:13]([Cl:14])[CH:12]=1. The catalyst is C(O)C.C(OCC)(=O)C. The reactants are C(OC(=O)[CH:7]([C:19]#[N:20])[C:8]1[C:13]([Cl:14])=[CH:12][C:11]([N+:15]([O-])=O)=[CH:10][C:9]=1[Cl:18])(C)(C)C.Cl.O.O.[Sn](Cl)Cl.C(=O)([O-])[O-].[Na+].[Na+]. The yield is 0.580. (5) The reactants are [H-].[Na+].[F:3][C:4]1[CH:5]=[C:6]([OH:13])[CH:7]=[C:8]([F:12])[C:9]=1[CH2:10][OH:11].[CH:14]1([CH2:17]Br)[CH2:16][CH2:15]1. The catalyst is CN(C)C=O. The product is [CH:14]1([CH2:17][O:13][C:6]2[CH:5]=[C:4]([F:3])[C:9]([CH2:10][OH:11])=[C:8]([F:12])[CH:7]=2)[CH2:16][CH2:15]1. The yield is 0.710. (6) The reactants are [Si:1]([O:8][C:9]1[CH:10]=[C:11]([NH:16][C:17](=[O:28])[C:18]2[CH:23]=[CH:22][C:21]([C:24]([CH3:27])([CH3:26])[CH3:25])=[CH:20][CH:19]=2)[C:12]([NH2:15])=[CH:13][CH:14]=1)([C:4]([CH3:7])([CH3:6])[CH3:5])([CH3:3])[CH3:2].[Br:29][C:30]1[C:38]2[C:33](=[CH:34][C:35]([C:39](O)=[O:40])=[CH:36][CH:37]=2)[NH:32][CH:31]=1. No catalyst specified. The product is [Si:1]([O:8][C:9]1[CH:10]=[C:11]([NH:16][C:17](=[O:28])[C:18]2[CH:23]=[CH:22][C:21]([C:24]([CH3:27])([CH3:26])[CH3:25])=[CH:20][CH:19]=2)[C:12]([NH:15][C:39]([C:35]2[CH:34]=[C:33]3[C:38]([C:30]([Br:29])=[CH:31][NH:32]3)=[CH:37][CH:36]=2)=[O:40])=[CH:13][CH:14]=1)([C:4]([CH3:7])([CH3:6])[CH3:5])([CH3:3])[CH3:2]. The yield is 0.790. (7) The reactants are Br[C:2]1[CH:3]=[C:4]2[C:10]([C:11]3[CH:12]=[N:13][N:14]([CH2:16][C:17]4[CH:22]=[C:21]([F:23])[CH:20]=[CH:19][C:18]=4[F:24])[CH:15]=3)=[CH:9][N:8]([S:25]([C:28]3[CH:34]=[CH:33][C:31]([CH3:32])=[CH:30][CH:29]=3)(=[O:27])=[O:26])[C:5]2=[N:6][CH:7]=1.CC1(C)C(C)(C)OB([C:43]2[CH:44]=[C:45]([NH:49][S:50]([CH3:53])(=[O:52])=[O:51])[CH:46]=[CH:47][CH:48]=2)O1.C(=O)([O-])[O-].[Na+].[Na+]. The product is [F:24][C:18]1[CH:19]=[CH:20][C:21]([F:23])=[CH:22][C:17]=1[CH2:16][N:14]1[CH:15]=[C:11]([C:10]2[C:4]3[C:5](=[N:6][CH:7]=[C:2]([C:43]4[CH:44]=[C:45]([NH:49][S:50]([CH3:53])(=[O:51])=[O:52])[CH:46]=[CH:47][CH:48]=4)[CH:3]=3)[N:8]([S:25]([C:28]3[CH:29]=[CH:30][C:31]([CH3:32])=[CH:33][CH:34]=3)(=[O:27])=[O:26])[CH:9]=2)[CH:12]=[N:13]1. The yield is 0.859. The catalyst is Cl[Pd](Cl)([P](C1C=CC=CC=1)(C1C=CC=CC=1)C1C=CC=CC=1)[P](C1C=CC=CC=1)(C1C=CC=CC=1)C1C=CC=CC=1.C1(C)C=CC=CC=1.C(O)C.O. (8) The reactants are [CH3:1][O:2][CH2:3][CH2:4][C:5]1[CH:10]=[CH:9][CH:8]=[C:7]([N+:11]([O-])=O)[CH:6]=1. The catalyst is CCO.[Pd]. The product is [CH3:1][O:2][CH2:3][CH2:4][C:5]1[CH:6]=[C:7]([CH:8]=[CH:9][CH:10]=1)[NH2:11]. The yield is 0.930. (9) The reactants are [CH3:1][N:2]1[CH:6]=[C:5]([CH2:7][OH:8])[C:4]([CH3:9])=[N:3]1.C[N+]1([O-])CCOCC1.C([N+](CCC)(CCC)CCC)CC. No catalyst specified. The product is [CH3:1][N:2]1[CH:6]=[C:5]([CH:7]=[O:8])[C:4]([CH3:9])=[N:3]1. The yield is 0.810.